This data is from NCI-60 drug combinations with 297,098 pairs across 59 cell lines. The task is: Regression. Given two drug SMILES strings and cell line genomic features, predict the synergy score measuring deviation from expected non-interaction effect. (1) Drug 2: C1C(C(OC1N2C=NC3=C(N=C(N=C32)Cl)N)CO)O. Cell line: HT29. Synergy scores: CSS=21.9, Synergy_ZIP=-5.36, Synergy_Bliss=1.48, Synergy_Loewe=-7.04, Synergy_HSA=-0.909. Drug 1: C1=CC(=CC=C1CC(C(=O)O)N)N(CCCl)CCCl.Cl. (2) Drug 1: C1=C(C(=O)NC(=O)N1)F. Drug 2: CC1CCC2CC(C(=CC=CC=CC(CC(C(=O)C(C(C(=CC(C(=O)CC(OC(=O)C3CCCCN3C(=O)C(=O)C1(O2)O)C(C)CC4CCC(C(C4)OC)OCCO)C)C)O)OC)C)C)C)OC. Cell line: LOX IMVI. Synergy scores: CSS=44.4, Synergy_ZIP=-2.31, Synergy_Bliss=-2.73, Synergy_Loewe=3.74, Synergy_HSA=4.36.